The task is: Predict the product of the given reaction.. This data is from Forward reaction prediction with 1.9M reactions from USPTO patents (1976-2016). (1) Given the reactants C[Si]([N-][Si](C)(C)C)(C)C.[Na+:10].[C:11](#[N:13])[CH3:12].[F:14][C:15]1[CH:20]=[CH:19][CH:18]=[C:17]([F:21])[C:16]=1[N:22]=[C:23]=[S:24].CN1[CH:33]=[CH:32][C:30](=[O:31])N(C)C1=O, predict the reaction product. The product is: [C:11]([C:12]1[CH:33]=[CH:32][C:30](=[O:31])[N:22]([C:16]2[C:15]([F:14])=[CH:20][CH:19]=[CH:18][C:17]=2[F:21])[C:23]=1[S-:24])#[N:13].[Na+:10]. (2) Given the reactants [CH:1]1[C:10]2[C:5](=[CH:6][CH:7]=[CH:8][CH:9]=2)[CH:4]=[CH:3][C:2]=1B(O)O.C(=O)([O-])[O-].[Na+].[Na+].Br[C:21]1[S:22][C:23]2[C:29]([N+:30]([O-:32])=[O:31])=[C:28]([O:33][CH3:34])[CH:27]=[CH:26][C:24]=2[N:25]=1, predict the reaction product. The product is: [CH3:34][O:33][C:28]1[CH:27]=[CH:26][C:24]2[N:25]=[C:21]([C:2]3[CH:3]=[CH:4][C:5]4[C:10](=[CH:9][CH:8]=[CH:7][CH:6]=4)[CH:1]=3)[S:22][C:23]=2[C:29]=1[N+:30]([O-:32])=[O:31]. (3) Given the reactants B(Br)(Br)Br.[I:5][C:6]1[CH:11]=[CH:10][C:9]([O:12]C)=[C:8]([CH2:14][CH:15]([CH3:17])[CH3:16])[CH:7]=1.O.C(Cl)Cl.CO, predict the reaction product. The product is: [I:5][C:6]1[CH:11]=[CH:10][C:9]([OH:12])=[C:8]([CH2:14][CH:15]([CH3:17])[CH3:16])[CH:7]=1. (4) Given the reactants [CH2:1]([O:8][C:9]1[CH:14]=[CH:13][C:12]([C:15]2[NH:36][C:18]3=[N:19][CH:20]=[C:21]([CH:23]4[CH2:28][CH2:27][N:26](C(OC(C)(C)C)=O)[CH2:25][CH2:24]4)[CH:22]=[C:17]3[N:16]=2)=[CH:11][C:10]=1[Br:37])[C:2]1[CH:7]=[CH:6][CH:5]=[CH:4][CH:3]=1.C(Cl)Cl, predict the reaction product. The product is: [CH2:1]([O:8][C:9]1[CH:14]=[CH:13][C:12]([C:15]2[NH:36][C:18]3=[N:19][CH:20]=[C:21]([CH:23]4[CH2:24][CH2:25][NH:26][CH2:27][CH2:28]4)[CH:22]=[C:17]3[N:16]=2)=[CH:11][C:10]=1[Br:37])[C:2]1[CH:7]=[CH:6][CH:5]=[CH:4][CH:3]=1.